This data is from Catalyst prediction with 721,799 reactions and 888 catalyst types from USPTO. The task is: Predict which catalyst facilitates the given reaction. (1) Reactant: [CH3:1][N:2]1[CH2:7][CH2:6][N:5]([C:8]2[C:13]3[CH2:14][C@H:15]([NH:18][C:19](=[O:39])[C:20]4[CH:25]=[CH:24][C:23]([N:26]5[CH2:31][CH2:30][N:29](CC6C=CC=CC=6)[CH2:28][CH2:27]5)=[CH:22][CH:21]=4)[CH2:16][O:17][C:12]=3[CH:11]=[CH:10][CH:9]=2)[CH2:4][CH2:3]1.C([O-])=O.[NH4+]. Product: [CH3:1][N:2]1[CH2:3][CH2:4][N:5]([C:8]2[C:13]3[CH2:14][CH:15]([NH:18][C:19](=[O:39])[C:20]4[CH:21]=[CH:22][C:23]([N:26]5[CH2:27][CH2:28][NH:29][CH2:30][CH2:31]5)=[CH:24][CH:25]=4)[CH2:16][O:17][C:12]=3[CH:11]=[CH:10][CH:9]=2)[CH2:6][CH2:7]1. The catalyst class is: 19. (2) Reactant: Cl.[Si]([O:9][CH2:10][C@@H:11]([O:13][CH2:14][C@H:15]([O:26][C:27]1[N:32]=[CH:31][N:30]=[C:29]2[N:33]([C:36]3[C:41]([Cl:42])=[CH:40][CH:39]=[CH:38][N:37]=3)[N:34]=[CH:35][C:28]=12)[C:16]([NH:18][C:19]1[CH:24]=[CH:23][C:22]([Cl:25])=[CH:21][N:20]=1)=[O:17])[CH3:12])(C(C)(C)C)(C)C. The catalyst class is: 20. Product: [Cl:25][C:22]1[CH:23]=[CH:24][C:19]([NH:18][C:16](=[O:17])[C@@H:15]([O:26][C:27]2[N:32]=[CH:31][N:30]=[C:29]3[N:33]([C:36]4[C:41]([Cl:42])=[CH:40][CH:39]=[CH:38][N:37]=4)[N:34]=[CH:35][C:28]=23)[CH2:14][O:13][C@@H:11]([CH3:12])[CH2:10][OH:9])=[N:20][CH:21]=1. (3) Reactant: Cl.[NH:2]([C:4]1[CH:5]=[C:6]([C:9]#[N:10])[S:7][CH:8]=1)[NH2:3].[F:11][C:12]([F:24])([F:23])[C:13](=O)[CH2:14][C:15]([C:17]1[O:18][CH:19]=[CH:20][CH:21]=1)=O.C1(C)C=CC=CC=1. Product: [O:18]1[CH:19]=[CH:20][CH:21]=[C:17]1[C:15]1[N:2]([C:4]2[CH:5]=[C:6]([C:9]#[N:10])[S:7][CH:8]=2)[N:3]=[C:13]([C:12]([F:11])([F:23])[F:24])[CH:14]=1. The catalyst class is: 52. (4) Reactant: Cl.[CH3:2][C@@H:3]1[N:8]([C:9]2[N:14]=[C:13]([C:15]3[CH:20]=[CH:19][CH:18]=[CH:17][C:16]=3[S:21]([CH3:24])(=[O:23])=[O:22])[N:12]=[C:11]([C:25]3[CH:31]=[CH:30][C:28]([NH2:29])=[CH:27][CH:26]=3)[N:10]=2)[CH2:7][CH2:6][O:5][CH2:4]1.ClC(Cl)(O[C:36](=[O:42])OC(Cl)(Cl)Cl)Cl.[NH2:44][C:45]1[CH:46]=[N:47][CH:48]=[CH:49][CH:50]=1. Product: [CH3:2][C@@H:3]1[N:8]([C:9]2[N:14]=[C:13]([C:15]3[CH:20]=[CH:19][CH:18]=[CH:17][C:16]=3[S:21]([CH3:24])(=[O:23])=[O:22])[N:12]=[C:11]([C:25]3[CH:26]=[CH:27][C:28]([NH:29][C:36]([NH:44][C:45]4[CH:46]=[N:47][CH:48]=[CH:49][CH:50]=4)=[O:42])=[CH:30][CH:31]=3)[N:10]=2)[CH2:7][CH2:6][O:5][CH2:4]1. The catalyst class is: 859. (5) Reactant: [CH3:1][C:2]1[CH:3]=[C:4]([N+:13]([O-:15])=[O:14])[C:5]2[O:9][CH:8]([CH2:10][OH:11])[CH2:7][C:6]=2[CH:12]=1.[H-].[Na+].[CH3:18]I.O. Product: [CH3:18][O:11][CH2:10][CH:8]1[CH2:7][C:6]2[CH:12]=[C:2]([CH3:1])[CH:3]=[C:4]([N+:13]([O-:15])=[O:14])[C:5]=2[O:9]1. The catalyst class is: 1. (6) Reactant: [CH2:1]([O:3][C:4]1[CH:13]=[C:12]2[C:7]([C:8](=O)[NH:9][CH:10]=[N:11]2)=[C:6]([O:15][CH2:16][C@H:17]2[CH2:21][CH2:20][CH2:19][N:18]2[C:22]([O:24][C:25]([CH3:28])([CH3:27])[CH3:26])=[O:23])[CH:5]=1)[CH3:2].C(N(CC)C(C)C)(C)C.P(Cl)(Cl)([Cl:40])=O. Product: [Cl:40][C:8]1[C:7]2[C:12](=[CH:13][C:4]([O:3][CH2:1][CH3:2])=[CH:5][C:6]=2[O:15][CH2:16][C@H:17]2[CH2:21][CH2:20][CH2:19][N:18]2[C:22]([O:24][C:25]([CH3:28])([CH3:27])[CH3:26])=[O:23])[N:11]=[CH:10][N:9]=1. The catalyst class is: 26. (7) Reactant: [NH2:1][C:2]1[CH:30]=[CH:29][C:5]([CH2:6][C@H:7]([N:10]([CH2:18][C@H:19]([OH:28])[CH2:20][O:21][C:22]2[CH:27]=[CH:26][CH:25]=[CH:24][CH:23]=2)[C:11](=[O:17])[O:12][C:13]([CH3:16])([CH3:15])[CH3:14])[CH2:8][OH:9])=[CH:4][CH:3]=1.[CH3:31][N:32]1[CH:36]=[CH:35][CH:34]=[C:33]1[C:37](O)=[O:38].O.ON1C2C=CC=CC=2N=N1.Cl.CN(C)CCCN=C=NCC. Product: [OH:9][CH2:8][C@@H:7]([N:10]([CH2:18][C@H:19]([OH:28])[CH2:20][O:21][C:22]1[CH:23]=[CH:24][CH:25]=[CH:26][CH:27]=1)[C:11](=[O:17])[O:12][C:13]([CH3:16])([CH3:15])[CH3:14])[CH2:6][C:5]1[CH:4]=[CH:3][C:2]([NH:1][C:37]([C:33]2[N:32]([CH3:31])[CH:36]=[CH:35][CH:34]=2)=[O:38])=[CH:30][CH:29]=1. The catalyst class is: 42. (8) The catalyst class is: 2. Product: [N:21]1([CH2:20][C:18]([C:14]2[CH:13]=[C:12]3[C:17](=[CH:16][CH:15]=2)[C@H:8]([NH2:7])[CH2:9][CH2:10][CH2:11]3)=[CH2:19])[CH2:22][CH2:23][CH2:24][CH2:25][CH2:26]1. Reactant: C(OC(=O)[NH:7][C@H:8]1[C:17]2[C:12](=[CH:13][C:14]([C:18]([CH2:20][N:21]3[CH2:26][CH2:25][CH2:24][CH2:23][CH2:22]3)=[CH2:19])=[CH:15][CH:16]=2)[CH2:11][CH2:10][CH2:9]1)(C)(C)C.C(O)(C(F)(F)F)=O. (9) Reactant: [CH2:1]([O:3][C:4](=[O:32])[NH:5][CH:6]([CH3:31])[C:7]([C:9]1[CH:10]=[C:11]2[C:15](=[C:16]([C:18]#[N:19])[CH:17]=1)[N:14]([CH2:20][CH2:21][CH2:22][O:23][Si:24]([C:27]([CH3:30])([CH3:29])[CH3:28])([CH3:26])[CH3:25])[CH2:13][CH2:12]2)=O)[CH3:2].C([SiH](CC)CC)C.FC(F)(F)C(O)=O. Product: [CH2:1]([O:3][C:4](=[O:32])[NH:5][CH:6]([CH3:31])[CH2:7][C:9]1[CH:10]=[C:11]2[C:15](=[C:16]([C:18]#[N:19])[CH:17]=1)[N:14]([CH2:20][CH2:21][CH2:22][O:23][Si:24]([C:27]([CH3:30])([CH3:29])[CH3:28])([CH3:25])[CH3:26])[CH2:13][CH2:12]2)[CH3:2]. The catalyst class is: 11.